From a dataset of Reaction yield outcomes from USPTO patents with 853,638 reactions. Predict the reaction yield, written as a fraction of the theoretical maximum amount of product (1.0 means a 100% yield; for example, 0.34 means a 34% yield). (1) The catalyst is C(O)CCC. The product is [Cl:14][C:13]1[C:8]([N:1]2[CH2:6][CH2:5][NH:4][CH2:3][CH2:2]2)=[N:9][CH:10]=[CH:11][CH:12]=1. The reactants are [NH:1]1[CH2:6][CH2:5][NH:4][CH2:3][CH2:2]1.Cl[C:8]1[C:13]([Cl:14])=[CH:12][CH:11]=[CH:10][N:9]=1. The yield is 0.720. (2) The reactants are C(OC([N:8]1[CH2:12][CH:11]([C:13]#[N:14])[CH2:10][CH:9]1[C:15]1[NH:16][C:17]([C:20]2[CH:25]=[CH:24][C:23]([C:26]3[CH:35]=[CH:34][C:33]4[C:28](=[CH:29][CH:30]=[C:31]([C:36]5[NH:37][C:38]([CH:41]6[CH2:47][C:44]7([CH2:46][CH2:45]7)[CH2:43][N:42]6[C:48](=[O:58])[CH:49]([NH:53][C:54]([O:56][CH3:57])=[O:55])[CH:50]([CH3:52])[CH3:51])=[N:39][CH:40]=5)[CH:32]=4)[CH:27]=3)=[CH:22][CH:21]=2)=[CH:18][N:19]=1)=O)(C)(C)C.[ClH:59]. The catalyst is C(Cl)Cl. The product is [ClH:59].[ClH:59].[ClH:59].[CH3:57][O:56][C:54](=[O:55])[NH:53][CH:49]([C:48]([N:42]1[CH:41]([C:38]2[NH:37][C:36]([C:31]3[CH:30]=[CH:29][C:28]4[C:33](=[CH:34][CH:35]=[C:26]([C:23]5[CH:24]=[CH:25][C:20]([C:17]6[NH:16][C:15]([CH:9]7[CH2:10][CH:11]([C:13]#[N:14])[CH2:12][NH:8]7)=[N:19][CH:18]=6)=[CH:21][CH:22]=5)[CH:27]=4)[CH:32]=3)=[CH:40][N:39]=2)[CH2:47][C:44]2([CH2:45][CH2:46]2)[CH2:43]1)=[O:58])[CH:50]([CH3:52])[CH3:51]. The yield is 0.990. (3) The reactants are Br[C:2]1[CH:12]=[N:11][C:5]2[O:6][CH2:7][C:8](=[O:10])[NH:9][C:4]=2[CH:3]=1.[N:13]1[CH:18]=[CH:17][CH:16]=[C:15](B(O)O)[CH:14]=1.C1(P(C2C=CC=CC=2)C2C=CC=CC=2)C=CC=CC=1.C(=O)([O-])[O-].[K+].[K+]. The catalyst is C([O-])(=O)C.[Pd+2].C([O-])(=O)C.O.C(#N)C. The product is [N:13]1[CH:18]=[CH:17][CH:16]=[C:15]([C:2]2[CH:12]=[N:11][C:5]3[O:6][CH2:7][C:8](=[O:10])[NH:9][C:4]=3[CH:3]=2)[CH:14]=1. The yield is 0.600.